From a dataset of Full USPTO retrosynthesis dataset with 1.9M reactions from patents (1976-2016). Predict the reactants needed to synthesize the given product. (1) Given the product [Cl:26][C:27]1[CH:32]=[CH:31][C:30]([O:33][C:34]([F:37])([F:36])[F:35])=[CH:29][C:28]=1[C:9]1[N:13]2[C:14]3[N:22]=[C:21]([O:23][CH3:24])[CH:20]=[CH:19][C:15]=3[N:16]=[C:17]([CH3:18])[C:12]2=[C:11]([CH3:25])[N:10]=1, predict the reactants needed to synthesize it. The reactants are: ClC1C=C([C:9]2[N:13]3[C:14]4[N:22]=[C:21]([O:23][CH3:24])[CH:20]=[CH:19][C:15]=4[N:16]=[C:17]([CH3:18])[C:12]3=[C:11]([CH3:25])[N:10]=2)C=C(Cl)C=1.[Cl:26][C:27]1[CH:32]=[CH:31][C:30]([O:33][C:34]([F:37])([F:36])[F:35])=[CH:29][C:28]=1B(O)O. (2) The reactants are: C(=O)([O-])[O-].[K+].[K+].[Cl:7][C:8]1[C:17]2[C:12](=[CH:13][CH:14]=[CH:15][CH:16]=2)[C:11]([OH:18])=[CH:10][N:9]=1.Br[CH2:20][CH:21]([F:23])[F:22].O. Given the product [Cl:7][C:8]1[C:17]2[C:12](=[CH:13][CH:14]=[CH:15][CH:16]=2)[C:11]([O:18][CH2:20][CH:21]([F:23])[F:22])=[CH:10][N:9]=1, predict the reactants needed to synthesize it. (3) Given the product [C:15]([O:19][C:20](=[O:31])[NH:21][CH2:22][C@H:23]1[CH2:24][CH2:25][C@H:26]([CH2:29][NH:30][C:2]2[N:11]=[C:10]([N:12]([CH3:14])[CH3:13])[C:9]3[C:4](=[CH:5][CH:6]=[CH:7][CH:8]=3)[N:3]=2)[CH2:27][CH2:28]1)([CH3:18])([CH3:16])[CH3:17], predict the reactants needed to synthesize it. The reactants are: Cl[C:2]1[N:11]=[C:10]([N:12]([CH3:14])[CH3:13])[C:9]2[C:4](=[CH:5][CH:6]=[CH:7][CH:8]=2)[N:3]=1.[C:15]([O:19][C:20](=[O:31])[NH:21][CH2:22][C@H:23]1[CH2:28][CH2:27][C@H:26]([CH2:29][NH2:30])[CH2:25][CH2:24]1)([CH3:18])([CH3:17])[CH3:16].C([O-])(O)=O.[Na+].